Predict the product of the given reaction. From a dataset of Forward reaction prediction with 1.9M reactions from USPTO patents (1976-2016). (1) Given the reactants [NH2:1][C:2]1[CH:10]=[CH:9][CH:8]=[C:7]([F:11])[C:3]=1[C:4]([OH:6])=O.Cl.[F:13][C:14]1([F:18])[CH2:17][NH:16][CH2:15]1.[C:19]12([C:29](Cl)=[O:30])[CH2:28][CH:23]3[CH2:24][CH:25]([CH2:27][CH:21]([CH2:22]3)[O:20]1)[CH2:26]2.C(N(CC)CC)C, predict the reaction product. The product is: [F:13][C:14]1([F:18])[CH2:17][N:16]([C:4]([C:3]2[C:7]([F:11])=[CH:8][CH:9]=[CH:10][C:2]=2[NH:1][C:29]([C:19]23[CH2:28][CH:23]4[CH2:24][CH:25]([CH2:27][CH:21]([CH2:22]4)[O:20]2)[CH2:26]3)=[O:30])=[O:6])[CH2:15]1. (2) Given the reactants [Br:1][C:2]1[C:10]2[N:9]=[C:8]([CH:11]([F:13])[F:12])[N:7]([CH2:14][C:15]3[CH:20]=[CH:19][CH:18]=[C:17]([Cl:21])[C:16]=3[CH3:22])[C:6]=2[CH:5]=[C:4]([N+:23]([O-])=O)[CH:3]=1.O.O.[Sn](Cl)Cl.Cl.[Sn].[OH-].[Na+], predict the reaction product. The product is: [Br:1][C:2]1[C:10]2[N:9]=[C:8]([CH:11]([F:13])[F:12])[N:7]([CH2:14][C:15]3[CH:20]=[CH:19][CH:18]=[C:17]([Cl:21])[C:16]=3[CH3:22])[C:6]=2[CH:5]=[C:4]([NH2:23])[CH:3]=1. (3) Given the reactants [C:1]([O:5][C:6]([NH:8][C:9]1[CH:10]=[C:11]([CH:15]=[CH:16][CH:17]=1)[C:12]([OH:14])=O)=[O:7])([CH3:4])([CH3:3])[CH3:2].CCN=C=NCCCN(C)C.C1C=CC2N(O)N=NC=2C=1.CCN(CC)CC.[NH2:46][CH2:47][CH:48]([OH:59])[CH2:49][N:50]1[CH2:58][C:57]2[C:52](=[CH:53][CH:54]=[CH:55][CH:56]=2)[CH2:51]1, predict the reaction product. The product is: [OH:59][CH:48]([CH2:49][N:50]1[CH2:51][C:52]2[C:57](=[CH:56][CH:55]=[CH:54][CH:53]=2)[CH2:58]1)[CH2:47][NH:46][C:12]([C:11]1[CH:10]=[C:9]([NH:8][C:6](=[O:7])[O:5][C:1]([CH3:2])([CH3:3])[CH3:4])[CH:17]=[CH:16][CH:15]=1)=[O:14]. (4) Given the reactants [Cl:1][CH2:2][C:3]1[CH:4]=[C:5]([CH:9]=[CH:10][CH:11]=1)[C:6]([OH:8])=[O:7].[CH:12](O)([CH3:14])[CH3:13], predict the reaction product. The product is: [Cl:1][CH2:2][C:3]1[CH:4]=[C:5]([CH:9]=[CH:10][CH:11]=1)[C:6]([O:8][CH:12]([CH3:14])[CH3:13])=[O:7]. (5) Given the reactants BrC1C=CC2OC3C(=O)NC(C4CCN(C(OC(C)(C)C)=O)CC4)=NC=3C=2C=1.[C:29]([C:32]1[O:33][C:34]2[CH:56]=[CH:55][C:54]([Cl:57])=[CH:53][C:35]=2[C:36]=1[NH:37][C:38]([C@@H:40]1[CH2:44][C@H:43]([F:45])[CH2:42][N:41]1[C:46]([O:48][C:49]([CH3:52])([CH3:51])[CH3:50])=[O:47])=O)(=[O:31])[NH2:30].BrC1C=CC2OC(C(=O)N)=C(NC(C3CCN(C(OC(C)(C)C)=O)CC3)=O)C=2C=1, predict the reaction product. The product is: [Cl:57][C:54]1[CH:55]=[CH:56][C:34]2[O:33][C:32]3[C:29](=[O:31])[NH:30][C:38]([C@@H:40]4[CH2:44][C@H:43]([F:45])[CH2:42][N:41]4[C:46]([O:48][C:49]([CH3:51])([CH3:52])[CH3:50])=[O:47])=[N:37][C:36]=3[C:35]=2[CH:53]=1.